From a dataset of Reaction yield outcomes from USPTO patents with 853,638 reactions. Predict the reaction yield, written as a fraction of the theoretical maximum amount of product (1.0 means a 100% yield; for example, 0.34 means a 34% yield). (1) The reactants are [C:1]([O:5][C:6]([NH:8][C@H:9]([CH2:18][O:19][C:20]([O:22][C:23]([CH3:26])([CH3:25])[CH3:24])=[O:21])[CH2:10][C:11]([F:17])([F:16])[C:12]([O:14][CH3:15])=[O:13])=[O:7])([CH3:4])([CH3:3])[CH3:2].[CH3:27]I.[H-].[Na+]. The catalyst is CN(C=O)C. The product is [C:1]([O:5][C:6]([N:8]([CH3:27])[C@H:9]([CH2:18][O:19][C:20]([O:22][C:23]([CH3:26])([CH3:25])[CH3:24])=[O:21])[CH2:10][C:11]([F:17])([F:16])[C:12]([O:14][CH3:15])=[O:13])=[O:7])([CH3:4])([CH3:3])[CH3:2]. The yield is 0.880. (2) The reactants are [C:1]1([S:7]([C:10]2[CH:18]=[CH:17][C:13]([C:14]([OH:16])=O)=[CH:12][CH:11]=2)(=[O:9])=[O:8])[CH:6]=[CH:5][CH:4]=[CH:3][CH:2]=1.F[P-](F)(F)(F)(F)F.N1(OC(N(C)C)=[N+](C)C)C2N=CC=CC=2N=N1.C(N(CC)CC)C.[NH2:50][CH2:51][C:52]1[C:53]([OH:60])=[N:54][C:55]([CH3:59])=[CH:56][C:57]=1[CH3:58]. The catalyst is ClCCl. The product is [OH:60][C:53]1[C:52]([CH2:51][NH:50][C:14](=[O:16])[C:13]2[CH:12]=[CH:11][C:10]([S:7]([C:1]3[CH:2]=[CH:3][CH:4]=[CH:5][CH:6]=3)(=[O:8])=[O:9])=[CH:18][CH:17]=2)=[C:57]([CH3:58])[CH:56]=[C:55]([CH3:59])[N:54]=1. The yield is 0.907. (3) The yield is 0.170. The product is [CH3:1][O:2][C:3]([C:5]1[C:13]([NH:14][C:15]2[CH:20]=[CH:19][C:18]([I:21])=[CH:17][C:16]=2[Cl:22])=[C:12]([F:23])[C:8]2[N:9]=[CH:10][N:11]([CH3:24])[C:7]=2[CH:6]=1)=[O:4]. The reactants are [CH3:1][O:2][C:3]([C:5]1[C:13]([NH:14][C:15]2[CH:20]=[CH:19][C:18]([I:21])=[CH:17][C:16]=2[Cl:22])=[C:12]([F:23])[C:8]2[N:9]=[CH:10][NH:11][C:7]=2[CH:6]=1)=[O:4].[C:24]([O-])([O-])=O.[K+].[K+].CI. The catalyst is CN(C=O)C. (4) The reactants are [Cl:1][C:2]1[CH:3]=[C:4]([C:9]2([C:23]([F:26])([F:25])[F:24])[O:13][N:12]=[C:11]([C:14]3[CH:21]=[CH:20][C:17]([CH:18]=O)=[C:16]([CH3:22])[CH:15]=3)[CH2:10]2)[CH:5]=[C:6]([Cl:8])[CH:7]=1.Cl.[NH2:28][OH:29].Cl. The catalyst is CO. The product is [Cl:1][C:2]1[CH:3]=[C:4]([C:9]2([C:23]([F:26])([F:25])[F:24])[O:13][N:12]=[C:11]([C:14]3[CH:21]=[CH:20][C:17]([CH:18]=[N:28][OH:29])=[C:16]([CH3:22])[CH:15]=3)[CH2:10]2)[CH:5]=[C:6]([Cl:8])[CH:7]=1. The yield is 0.910. (5) The reactants are [CH3:1][O:2][C:3](=[O:33])[C:4]1[CH:9]=[CH:8][C:7]([CH2:10][N:11]2[CH:15]=[C:14]([C:16]3[CH:21]=[CH:20][C:19]([Cl:22])=[CH:18][C:17]=3[Cl:23])[N:13]=[C:12]2/[CH:24]=[CH:25]/[C:26]2[CH:31]=[CH:30][C:29]([NH2:32])=[CH:28][CH:27]=2)=[CH:6][CH:5]=1.[CH2:34]([C:38]1[CH:45]=[CH:44][C:41]([CH:42]=O)=[CH:40][CH:39]=1)[CH2:35][CH2:36][CH3:37]. The yield is 0.630. The product is [CH3:1][O:2][C:3](=[O:33])[C:4]1[CH:9]=[CH:8][C:7]([CH2:10][N:11]2[CH:15]=[C:14]([C:16]3[CH:21]=[CH:20][C:19]([Cl:22])=[CH:18][C:17]=3[Cl:23])[N:13]=[C:12]2/[CH:24]=[CH:25]/[C:26]2[CH:27]=[CH:28][C:29]([NH:32][CH2:42][C:41]3[CH:44]=[CH:45][C:38]([CH2:34][CH2:35][CH2:36][CH3:37])=[CH:39][CH:40]=3)=[CH:30][CH:31]=2)=[CH:6][CH:5]=1. No catalyst specified. (6) The reactants are [H-].[Na+].[Br:3][C:4]1[CH:5]=[C:6]2[C:11](=[CH:12][CH:13]=1)[CH:10]=[C:9]([OH:14])[CH:8]=[CH:7]2.[CH2:15](I)[CH3:16].O. The catalyst is CN(C=O)C. The product is [Br:3][C:4]1[CH:13]=[CH:12][C:11]2[C:6](=[CH:7][CH:8]=[C:9]([O:14][CH2:15][CH3:16])[CH:10]=2)[CH:5]=1. The yield is 0.600. (7) The reactants are C(NC(C)C)(C)C.C([Li])CCC.[CH3:13][S:14][C:15]1[CH:20]=[CH:19][C:18]([CH2:21][C:22]([OH:24])=[O:23])=[CH:17][CH:16]=1.I[CH2:26][CH:27]1[CH2:31][CH2:30][CH2:29][CH2:28]1. The catalyst is O1CCCC1.CN1CCCN(C)C1=O. The product is [CH:27]1([CH2:26][CH:21]([C:18]2[CH:17]=[CH:16][C:15]([S:14][CH3:13])=[CH:20][CH:19]=2)[C:22]([OH:24])=[O:23])[CH2:31][CH2:30][CH2:29][CH2:28]1. The yield is 0.350.